Predict the reactants needed to synthesize the given product. From a dataset of Full USPTO retrosynthesis dataset with 1.9M reactions from patents (1976-2016). (1) Given the product [C:1]1([C:22]2[CH:27]=[CH:26][CH:25]=[CH:24][CH:23]=2)[CH:6]=[CH:5][CH:4]=[CH:3][C:2]=1[NH:7][C:8]([O:10][CH:11]1[CH2:12][CH2:13][N:14]([CH2:17][CH2:18][C:19]([NH:28][C:29]2[C:38]([CH3:39])=[CH:37][C:32]([C:33]([O:35][CH3:36])=[O:34])=[C:31]([CH3:40])[CH:30]=2)=[O:20])[CH2:15][CH2:16]1)=[O:9], predict the reactants needed to synthesize it. The reactants are: [C:1]1([C:22]2[CH:27]=[CH:26][CH:25]=[CH:24][CH:23]=2)[CH:6]=[CH:5][CH:4]=[CH:3][C:2]=1[NH:7][C:8]([O:10][CH:11]1[CH2:16][CH2:15][N:14]([CH2:17][CH2:18][C:19](O)=[O:20])[CH2:13][CH2:12]1)=[O:9].[NH2:28][C:29]1[C:38]([CH3:39])=[CH:37][C:32]([C:33]([O:35][CH3:36])=[O:34])=[C:31]([CH3:40])[CH:30]=1.F[P-](F)(F)(F)(F)F.N1(OC(N(C)C)=[N+](C)C)C2N=CC=CC=2N=N1. (2) Given the product [CH3:1][O:2][C:3]1[CH:12]=[C:11]2[C:6]([CH:7]=[CH:8][C:9](=[O:27])[N:10]2[CH2:13][CH2:14][CH2:15][C:16]2([C:22]([O:24][CH2:25][CH3:26])=[O:23])[CH2:21][CH2:20][N:19]([CH2:35]/[CH:36]=[CH:37]/[C:38]3[CH:43]=[CH:42][CH:41]=[CH:40][CH:39]=3)[CH2:18][CH2:17]2)=[CH:5][CH:4]=1, predict the reactants needed to synthesize it. The reactants are: [CH3:1][O:2][C:3]1[CH:12]=[C:11]2[C:6]([CH:7]=[CH:8][C:9](=[O:27])[N:10]2[CH2:13][CH2:14][CH2:15][C:16]2([C:22]([O:24][CH2:25][CH3:26])=[O:23])[CH2:21][CH2:20][NH:19][CH2:18][CH2:17]2)=[CH:5][CH:4]=1.C(=O)([O-])[O-].[K+].[K+].Cl[CH2:35]/[CH:36]=[CH:37]/[C:38]1[CH:43]=[CH:42][CH:41]=[CH:40][CH:39]=1.[I-].[K+]. (3) The reactants are: [H-].[Al+3].[Li+].[H-].[H-].[H-].[CH3:7][O:8][C:9]1[N:14]=[CH:13][C:12]([C:15]2[CH:20]=[CH:19][C:18]([CH2:21][CH2:22][C:23]([O:25]C)=[O:24])=[CH:17][CH:16]=2)=[CH:11][CH:10]=1. Given the product [CH3:7][O:8][C:9]1[N:14]=[CH:13][C:12]([C:15]2[CH:20]=[CH:19][C:18]([CH2:21][CH2:22][C:23]([OH:25])=[O:24])=[CH:17][CH:16]=2)=[CH:11][CH:10]=1, predict the reactants needed to synthesize it. (4) Given the product [Cl:24][C:8]1[N:7]([CH2:9][CH:10]2[CH2:11][O:12][CH2:13]2)[N:6]=[CH:5][C:4]=1[N+:1]([O-:3])=[O:2], predict the reactants needed to synthesize it. The reactants are: [N+:1]([C:4]1[CH:5]=[N:6][N:7]([CH2:9][CH:10]2[CH2:13][O:12][CH2:11]2)[CH:8]=1)([O-:3])=[O:2].[Li+].C[Si]([N-][Si](C)(C)C)(C)C.[Cl:24]C(Cl)(Cl)C(Cl)(Cl)Cl. (5) The reactants are: [CH3:1][O:2][C:3]([C:5]1[CH:10]=[CH:9][C:8]([C:11]2[CH:16]=[CH:15][C:14]([Cl:17])=[CH:13][CH:12]=2)=[C:7]([CH3:18])[CH:6]=1)=[O:4].C(OOC(=O)C1C=CC=CC=1)(=O)C1C=CC=CC=1.[Br:37]N1C(=O)CCC1=O. Given the product [CH3:1][O:2][C:3]([C:5]1[CH:10]=[CH:9][C:8]([C:11]2[CH:16]=[CH:15][C:14]([Cl:17])=[CH:13][CH:12]=2)=[C:7]([CH2:18][Br:37])[CH:6]=1)=[O:4], predict the reactants needed to synthesize it.